This data is from Peptide-MHC class II binding affinity with 134,281 pairs from IEDB. The task is: Regression. Given a peptide amino acid sequence and an MHC pseudo amino acid sequence, predict their binding affinity value. This is MHC class II binding data. (1) The peptide sequence is TPEAKFDSFVASLTE. The MHC is HLA-DPA10103-DPB10201 with pseudo-sequence HLA-DPA10103-DPB10201. The binding affinity (normalized) is 0.391. (2) The peptide sequence is FHTMWHVTRGSVICH. The MHC is DRB1_0701 with pseudo-sequence DRB1_0701. The binding affinity (normalized) is 1.00. (3) The peptide sequence is GELQIVDKIDAAMKI. The MHC is DRB1_1302 with pseudo-sequence DRB1_1302. The binding affinity (normalized) is 0.811. (4) The peptide sequence is EKKNFAATQFEPLAA. The MHC is HLA-DQA10501-DQB10201 with pseudo-sequence HLA-DQA10501-DQB10201. The binding affinity (normalized) is 0.415. (5) The peptide sequence is KSYVKSKLKLLKGSE. The MHC is H-2-IAb with pseudo-sequence H-2-IAb. The binding affinity (normalized) is 0. (6) The peptide sequence is NNKYAASSYLSLTPE. The MHC is HLA-DPA10301-DPB10402 with pseudo-sequence HLA-DPA10301-DPB10402. The binding affinity (normalized) is 0.655. (7) The peptide sequence is PSLIKTLQSRMSKNF. The MHC is H-2-IAb with pseudo-sequence H-2-IAb. The binding affinity (normalized) is 0.188. (8) The peptide sequence is QVTFTVQKGSDPKKL. The MHC is DRB1_0301 with pseudo-sequence DRB1_0301. The binding affinity (normalized) is 0.